From a dataset of Ames mutagenicity test results for genotoxicity prediction. Regression/Classification. Given a drug SMILES string, predict its toxicity properties. Task type varies by dataset: regression for continuous values (e.g., LD50, hERG inhibition percentage) or binary classification for toxic/non-toxic outcomes (e.g., AMES mutagenicity, cardiotoxicity, hepatotoxicity). Dataset: ames. The compound is COc1cc([N+](=O)[O-])c2ncccc2c1. The result is 1 (mutagenic).